This data is from Full USPTO retrosynthesis dataset with 1.9M reactions from patents (1976-2016). The task is: Predict the reactants needed to synthesize the given product. (1) Given the product [N:1]1[CH:6]=[CH:5][CH:4]=[CH:3][C:2]=1[C:7]1[C:11]([CH2:12][O:13][C:14]2[CH:22]=[CH:21][C:17]([C:18]([NH:26][CH2:25][C:24]([F:28])([F:27])[F:23])=[O:20])=[CH:16][N:15]=2)=[CH:10][O:9][N:8]=1, predict the reactants needed to synthesize it. The reactants are: [N:1]1[CH:6]=[CH:5][CH:4]=[CH:3][C:2]=1[C:7]1[C:11]([CH2:12][O:13][C:14]2[CH:22]=[CH:21][C:17]([C:18]([OH:20])=O)=[CH:16][N:15]=2)=[CH:10][O:9][N:8]=1.[F:23][C:24]([F:28])([F:27])[CH2:25][NH2:26]. (2) Given the product [NH:38]1[CH:37]=[N:36][C:35]([NH:34][C:11]([C:5]2[N:6]([CH3:10])[C:7]([CH2:8][CH3:9])=[C:3]([C:1]#[N:2])[C:4]=2[C:14]2[CH:15]=[CH:16][C:17]([C:20]3[CH:25]=[CH:24][CH:23]=[CH:22][C:21]=3[C:26]#[N:27])=[CH:18][CH:19]=2)=[O:13])=[N:39]1, predict the reactants needed to synthesize it. The reactants are: [C:1]([C:3]1[C:4]([C:14]2[CH:19]=[CH:18][C:17]([C:20]3[CH:25]=[CH:24][CH:23]=[CH:22][C:21]=3[C:26]#[N:27])=[CH:16][CH:15]=2)=[C:5]([C:11]([OH:13])=O)[N:6]([CH3:10])[C:7]=1[CH2:8][CH3:9])#[N:2].C(Cl)(=O)C(Cl)=O.[NH2:34][C:35]1[NH:36][CH:37]=[N:38][N:39]=1. (3) The reactants are: [CH3:1][O:2][C:3](=[O:17])[C:4]1[CH:9]=[CH:8][C:7]([O:10][CH2:11][CH2:12][CH2:13][O:14][NH2:15])=[CH:6][C:5]=1[OH:16].[CH2:18]([N:25]1[C:33]2[C:28](=[CH:29][CH:30]=[CH:31][CH:32]=2)[CH:27]=[C:26]1[CH:34]=O)[C:19]1[CH:24]=[CH:23][CH:22]=[CH:21][CH:20]=1.S([O-])([O-])(=O)=O.[Mg+2]. Given the product [CH3:1][O:2][C:3](=[O:17])[C:4]1[CH:9]=[CH:8][C:7]([O:10][CH2:11][CH2:12][CH2:13][O:14]/[N:15]=[CH:34]/[C:26]2[N:25]([CH2:18][C:19]3[CH:24]=[CH:23][CH:22]=[CH:21][CH:20]=3)[C:33]3[C:28]([CH:27]=2)=[CH:29][CH:30]=[CH:31][CH:32]=3)=[CH:6][C:5]=1[OH:16], predict the reactants needed to synthesize it. (4) Given the product [C:20]([C:19]1[CH:22]=[C:23]([O:26][C:27]([F:28])([F:29])[F:30])[CH:24]=[CH:25][C:18]=1[NH:17][C:2]1[CH:16]=[CH:15][C:5]([CH2:6][NH:7][C:8](=[O:14])[O:9][C:10]([CH3:13])([CH3:12])[CH3:11])=[CH:4][CH:3]=1)#[N:21], predict the reactants needed to synthesize it. The reactants are: Br[C:2]1[CH:16]=[CH:15][C:5]([CH2:6][NH:7][C:8](=[O:14])[O:9][C:10]([CH3:13])([CH3:12])[CH3:11])=[CH:4][CH:3]=1.[NH2:17][C:18]1[CH:25]=[CH:24][C:23]([O:26][C:27]([F:30])([F:29])[F:28])=[CH:22][C:19]=1[C:20]#[N:21]. (5) Given the product [IH:29].[IH:29].[N:11]1([C:15]2[N:19]([CH2:20][C:21]([F:24])([F:22])[F:23])[C:18]3[CH:25]=[CH:26][CH:27]=[CH:28][C:17]=3[N:16]=2)[CH2:12][CH2:13][CH2:14][NH:8][CH2:9][CH2:10]1, predict the reactants needed to synthesize it. The reactants are: C(OC([N:8]1[CH2:14][CH2:13][CH2:12][N:11]([C:15]2[N:19]([CH2:20][C:21]([F:24])([F:23])[F:22])[C:18]3[CH:25]=[CH:26][CH:27]=[CH:28][C:17]=3[N:16]=2)[CH2:10][CH2:9]1)=O)(C)(C)C.[IH:29]. (6) Given the product [C:30]([O:29][C:27]([N:8]1[CH2:9][CH:10]=[C:11]([C:14]([O:16][CH3:17])=[O:15])[CH2:12][CH2:13]1)=[O:34])([CH3:31])([CH3:32])[CH3:33], predict the reactants needed to synthesize it. The reactants are: C([N:8]1[CH2:13][CH:12]=[C:11]([C:14]([O:16][CH3:17])=[O:15])[CH2:10][CH2:9]1)C1C=CC=CC=1.ClC(OC(Cl)C)=O.CO.[C:27]([O:34]C([O-])=O)([O:29][C:30]([CH3:33])([CH3:32])[CH3:31])=O. (7) Given the product [OH:12][CH2:11][C:2]1[CH:3]=[CH:4][C:5]([C:7]([O:9][CH3:10])=[O:8])=[CH:6][N:1]=1, predict the reactants needed to synthesize it. The reactants are: [N:1]1[CH:6]=[C:5]([C:7]([O:9][CH3:10])=[O:8])[CH:4]=[CH:3][C:2]=1[C:11]([O-])=[O:12]. (8) The reactants are: [Br:1][C:2]1[CH:3]=[C:4]2[C:12](=[C:13]([C:15](=[O:17])[NH2:16])[CH:14]=1)[N:11]([CH2:18][CH:19]1[CH2:21][CH2:20]1)[C:10]1[CH:9]=[C:8]([C:22]([O:24]CC)=[O:23])[CH:7]=[CH:6][C:5]2=1.[OH-].[Na+]. Given the product [Br:1][C:2]1[CH:3]=[C:4]2[C:12](=[C:13]([C:15](=[O:17])[NH2:16])[CH:14]=1)[N:11]([CH2:18][CH:19]1[CH2:21][CH2:20]1)[C:10]1[CH:9]=[C:8]([C:22]([OH:24])=[O:23])[CH:7]=[CH:6][C:5]2=1, predict the reactants needed to synthesize it. (9) Given the product [F:22][C:20]1[CH:19]=[C:4]([CH:3]=[C:2]([F:1])[CH:21]=1)[CH2:5][N:6]1[C:14]2[C:9](=[CH:10][CH:11]=[C:12]([NH:15][C:16](=[O:18])[CH3:17])[CH:13]=2)[C:8]([S:32][C:27]2[CH:28]=[CH:29][CH:30]=[CH:31][C:26]=2[N+:23]([O-:25])=[O:24])=[CH:7]1, predict the reactants needed to synthesize it. The reactants are: [F:1][C:2]1[CH:3]=[C:4]([CH:19]=[C:20]([F:22])[CH:21]=1)[CH2:5][N:6]1[C:14]2[C:9](=[CH:10][CH:11]=[C:12]([NH:15][C:16](=[O:18])[CH3:17])[CH:13]=2)[CH:8]=[CH:7]1.[N+:23]([C:26]1[CH:31]=[CH:30][CH:29]=[CH:28][C:27]=1[S:32]Cl)([O-:25])=[O:24].